From a dataset of Forward reaction prediction with 1.9M reactions from USPTO patents (1976-2016). Predict the product of the given reaction. (1) Given the reactants [CH2:1]([O:3][C:4]1[CH:5]=[C:6]([CH:12]([C:14]2[CH:19]=[CH:18][CH:17]=[C:16]([O:20][CH3:21])[CH:15]=2)[OH:13])[CH:7]=[CH:8][C:9]=1[O:10][CH3:11])[CH3:2], predict the reaction product. The product is: [CH2:1]([O:3][C:4]1[CH:5]=[C:6]([C:12]([C:14]2[CH:19]=[CH:18][CH:17]=[C:16]([O:20][CH3:21])[CH:15]=2)=[O:13])[CH:7]=[CH:8][C:9]=1[O:10][CH3:11])[CH3:2]. (2) Given the reactants [NH2:1][C@@H:2]([CH2:14][OH:15])[C@H:3]([C:5]1[CH:10]=[CH:9][C:8]([N+:11]([O-:13])=[O:12])=[CH:7][CH:6]=1)[OH:4].Br[CH2:17][CH2:18][CH2:19][N:20]1C(=O)C2=CC=CC=C2C1=O, predict the reaction product. The product is: [NH2:20][CH2:19][CH2:18][CH2:17][NH:1][C@H:2]([CH2:14][OH:15])[C@@H:3]([C:5]1[CH:6]=[CH:7][C:8]([N+:11]([O-:13])=[O:12])=[CH:9][CH:10]=1)[OH:4]. (3) Given the reactants [F:1][CH:2]([C:15]1[CH:19]=[C:18]([CH3:20])[N:17]([CH:21]2[CH2:26][CH2:25][CH2:24][CH2:23][O:22]2)[N:16]=1)S(C1SC2C=CC=CC=2N=1)(=O)=O.[CH:27]1([C:33]2[CH:40]=[CH:39][C:36]([CH:37]=O)=[CH:35][CH:34]=2)[CH2:32][CH2:31][CH2:30][CH2:29][CH2:28]1, predict the reaction product. The product is: [CH:27]1([C:33]2[CH:40]=[CH:39][C:36](/[CH:37]=[C:2](/[C:15]3[CH:19]=[C:18]([CH3:20])[N:17]([CH:21]4[CH2:26][CH2:25][CH2:24][CH2:23][O:22]4)[N:16]=3)\[F:1])=[CH:35][CH:34]=2)[CH2:28][CH2:29][CH2:30][CH2:31][CH2:32]1. (4) Given the reactants [F:1][C:2]1[CH:7]=[C:6]([N:8]2[CH2:13][CH2:12][O:11][CH2:10][C:9]2=[O:14])[CH:5]=[CH:4][C:3]=1[NH:15][CH2:16][C@@H:17]([OH:30])[CH2:18][N:19]1[C:27](=[O:28])[C:26]2[C:21](=[CH:22][CH:23]=[CH:24][CH:25]=2)[C:20]1=[O:29].[C:31](N1C=CN=C1)(N1C=CN=C1)=[O:32], predict the reaction product. The product is: [F:1][C:2]1[CH:7]=[C:6]([N:8]2[CH2:13][CH2:12][O:11][CH2:10][C:9]2=[O:14])[CH:5]=[CH:4][C:3]=1[N:15]1[CH2:16][C@H:17]([CH2:18][N:19]2[C:27](=[O:28])[C:26]3[C:21](=[CH:22][CH:23]=[CH:24][CH:25]=3)[C:20]2=[O:29])[O:30][C:31]1=[O:32].